This data is from Catalyst prediction with 721,799 reactions and 888 catalyst types from USPTO. The task is: Predict which catalyst facilitates the given reaction. (1) Reactant: [S-:1][C:2]#[N:3].[NH4+].[C:5](Cl)(=[O:12])[C:6]1[CH:11]=[CH:10][CH:9]=[CH:8][CH:7]=1.[NH2:14][C:15]1[CH:20]=[N:19][CH:18]=[CH:17][N:16]=1. Product: [N:16]1[CH:17]=[CH:18][N:19]=[CH:20][C:15]=1[NH:14][C:2]([NH:3][C:5](=[O:12])[C:6]1[CH:11]=[CH:10][CH:9]=[CH:8][CH:7]=1)=[S:1]. The catalyst class is: 21. (2) Reactant: [C:1]([C:3]([CH3:38])([CH3:37])[C@@H:4]([NH:6][C:7]([C:9]1[C:17]2[C:12](=[N:13][CH:14]=[C:15]([C:18]3[C:26]4[C:21](=[CH:22][C:23]([Cl:27])=[CH:24][CH:25]=4)[N:20]([CH3:28])[N:19]=3)[N:16]=2)[N:11](COCC[Si](C)(C)C)[CH:10]=1)=[O:8])[CH3:5])#[N:2].C(O)(C(F)(F)F)=O. Product: [C:1]([C:3]([CH3:37])([CH3:38])[C@@H:4]([NH:6][C:7]([C:9]1[C:17]2[C:12](=[N:13][CH:14]=[C:15]([C:18]3[C:26]4[C:21](=[CH:22][C:23]([Cl:27])=[CH:24][CH:25]=4)[N:20]([CH3:28])[N:19]=3)[N:16]=2)[NH:11][CH:10]=1)=[O:8])[CH3:5])#[N:2]. The catalyst class is: 2.